This data is from Forward reaction prediction with 1.9M reactions from USPTO patents (1976-2016). The task is: Predict the product of the given reaction. (1) Given the reactants CO[C:3]([C:5]1[NH:6][N:7]=[C:8]([O:10][CH2:11][C:12]2[C:13]([C:18]3[CH:23]=[CH:22][C:21]([F:24])=[CH:20][N:19]=3)=[N:14][O:15][C:16]=2[CH3:17])[CH:9]=1)=[O:4].C[O:26][C:27]([C:29]1[NH:30]N=C(OCC2C(C3C=CC=CC=3)=NOC=2C)C=1)=O, predict the reaction product. The product is: [OH:26][CH2:27][CH2:29][NH:30][C:3]([C:5]1[NH:6][N:7]=[C:8]([O:10][CH2:11][C:12]2[C:13]([C:18]3[CH:23]=[CH:22][C:21]([F:24])=[CH:20][N:19]=3)=[N:14][O:15][C:16]=2[CH3:17])[CH:9]=1)=[O:4]. (2) Given the reactants Cl.[C:2](=[NH:12])([O:9][CH2:10][CH3:11])[C:3]1[CH:8]=[CH:7][CH:6]=[CH:5][CH:4]=1.C(N(CC)CC)C.[Cl:20][CH2:21][C:22](Cl)=[O:23], predict the reaction product. The product is: [Cl:20][CH2:21][C:22](/[N:12]=[C:2](\[O:9][CH2:10][CH3:11])/[C:3]1[CH:8]=[CH:7][CH:6]=[CH:5][CH:4]=1)=[O:23].